From a dataset of Full USPTO retrosynthesis dataset with 1.9M reactions from patents (1976-2016). Predict the reactants needed to synthesize the given product. (1) Given the product [CH3:6][O-:5].[CH3:1][O-:2].[CH3:6][O-:5].[CH3:6][O-:5].[Si+4:4], predict the reactants needed to synthesize it. The reactants are: [CH3:1][OH:2].N.[Si:4](OC)(OC)(OC)[O:5][CH3:6]. (2) The reactants are: Br[C:2]1[CH:7]=[CH:6][C:5]([F:8])=[CH:4][CH:3]=1.[Li]CCCC.[O:14]=[C:15]1[N:20]([C:21]([O:23][C:24]([CH3:27])([CH3:26])[CH3:25])=[O:22])[CH2:19][CH2:18][N:17]2[C:28](=[O:31])[CH2:29][CH2:30][C@@H:16]12. Given the product [F:8][C:5]1[CH:6]=[CH:7][C:2]([C:15]([C@@H:16]2[CH2:30][CH2:29][C:28](=[O:31])[N:17]2[CH2:18][CH2:19][NH:20][C:21](=[O:22])[O:23][C:24]([CH3:26])([CH3:25])[CH3:27])=[O:14])=[CH:3][CH:4]=1, predict the reactants needed to synthesize it. (3) Given the product [ClH:28].[CH2:1]([N:8]1[CH2:13][CH2:14][O:15][C@H:10]([CH3:11])[CH2:9]1)[C:2]1[CH:3]=[CH:4][CH:5]=[CH:6][CH:7]=1, predict the reactants needed to synthesize it. The reactants are: [CH2:1]([N:8]([CH2:13][CH2:14][OH:15])[CH2:9][C@H:10](O)[CH3:11])[C:2]1[CH:7]=[CH:6][CH:5]=[CH:4][CH:3]=1.[OH-].[K+].CC1C=CC(S([Cl:28])(=O)=O)=CC=1.Cl. (4) Given the product [CH3:14][O:15][C:16]1[CH:25]=[C:24]2[C:19]([N:20]=[CH:21][C:22]([O:26][CH2:27][CH2:28][N:29]3[CH2:30][CH2:31][CH:32]([NH:35][C:11]([C:8]4[CH:7]=[C:6]([C:2]5[S:1][CH:5]=[CH:4][CH:3]=5)[O:10][N:9]=4)=[O:13])[CH2:33][CH2:34]3)=[N:23]2)=[CH:18][CH:17]=1, predict the reactants needed to synthesize it. The reactants are: [S:1]1[CH:5]=[CH:4][CH:3]=[C:2]1[C:6]1[O:10][N:9]=[C:8]([C:11]([OH:13])=O)[CH:7]=1.[CH3:14][O:15][C:16]1[CH:25]=[C:24]2[C:19]([N:20]=[CH:21][C:22]([O:26][CH2:27][CH2:28][N:29]3[CH2:34][CH2:33][CH:32]([NH2:35])[CH2:31][CH2:30]3)=[N:23]2)=[CH:18][CH:17]=1.